The task is: Predict which catalyst facilitates the given reaction.. This data is from Catalyst prediction with 721,799 reactions and 888 catalyst types from USPTO. (1) Reactant: [F:1][C:2]1[C:7]([C:8]2(O)[C:21]3[CH:20]=[CH:19][CH:18]=[CH:17][C:16]=3[C:15]([C:23]3[C:28]([F:29])=[C:27]([F:30])[C:26]([F:31])=[C:25]([F:32])[C:24]=3[F:33])(O)[C:14]3[C:9]2=[CH:10][CH:11]=[CH:12][CH:13]=3)=[C:6]([F:35])[C:5]([F:36])=[C:4]([F:37])[C:3]=1[F:38].[I-].[K+].[PH2]([O-])=O.[Na+]. Product: [F:1][C:2]1[C:7]([C:8]2[C:9]3[C:14]([C:15]([C:23]4[C:24]([F:33])=[C:25]([F:32])[C:26]([F:31])=[C:27]([F:30])[C:28]=4[F:29])=[C:16]4[C:21]=2[CH:20]=[CH:19][CH:18]=[CH:17]4)=[CH:13][CH:12]=[CH:11][CH:10]=3)=[C:6]([F:35])[C:5]([F:36])=[C:4]([F:37])[C:3]=1[F:38]. The catalyst class is: 15. (2) Reactant: [CH2:1]([O:3][C:4](=[O:30])[CH2:5][C:6]1[CH:7]=[C:8]([C:14]2[CH:19]=[CH:18][C:17](Br)=[CH:16][C:15]=2[CH2:21][N:22]([C:25]([CH:27]2[CH2:29][CH2:28]2)=[O:26])[CH2:23][CH3:24])[C:9]([O:12][CH3:13])=[CH:10][CH:11]=1)[CH3:2].O.[CH2:32]([O:34][C:35]1[CH:40]=[CH:39][C:38](B2OC(C)(C)C(C)(C)O2)=[CH:37][N:36]=1)[CH3:33].C(=O)([O-])[O-].[K+].[K+]. Product: [CH2:1]([O:3][C:4](=[O:30])[CH2:5][C:6]1[CH:7]=[C:8]([C:14]2[CH:19]=[CH:18][C:17]([C:38]3[CH:37]=[N:36][C:35]([O:34][CH2:32][CH3:33])=[CH:40][CH:39]=3)=[CH:16][C:15]=2[CH2:21][N:22]([C:25]([CH:27]2[CH2:29][CH2:28]2)=[O:26])[CH2:23][CH3:24])[C:9]([O:12][CH3:13])=[CH:10][CH:11]=1)[CH3:2]. The catalyst class is: 104.